From a dataset of Acute oral toxicity (LD50) regression data from Zhu et al.. Regression/Classification. Given a drug SMILES string, predict its toxicity properties. Task type varies by dataset: regression for continuous values (e.g., LD50, hERG inhibition percentage) or binary classification for toxic/non-toxic outcomes (e.g., AMES mutagenicity, cardiotoxicity, hepatotoxicity). Dataset: ld50_zhu. (1) The drug is CCOP(=O)(OCC)SCS(=O)(=O)CC. The rat oral LD50 is 5.74, given as -log10 of the dose in mol/kg body weight (higher means more acutely toxic). (2) The molecule is O=C(CCl)CC(=O)Nc1ccccc1. The rat oral LD50 is 2.06, given as -log10 of the dose in mol/kg body weight (higher means more acutely toxic).